From a dataset of Reaction yield outcomes from USPTO patents with 853,638 reactions. Predict the reaction yield, written as a fraction of the theoretical maximum amount of product (1.0 means a 100% yield; for example, 0.34 means a 34% yield). (1) The reactants are [I:1][C:2]1[C:3]([S:11][C:12]2[NH:13][C:14]3[C:19]([N:20]=2)=[C:18]([NH2:21])[N:17]=[CH:16][N:15]=3)=[CH:4][C:5]2[O:9][CH2:8][O:7][C:6]=2[CH:10]=1.O.[C:23]([O:27][C:28]([N:30]([CH:45]([CH3:47])[CH3:46])[CH:31](OS(C1C=CC(C)=CC=1)(=O)=O)[CH2:32][CH3:33])=[O:29])([CH3:26])([CH3:25])[CH3:24].C([O-])([O-])=O.[Cs+].[Cs+]. The catalyst is CN(C=O)C. The product is [C:23]([O:27][C:28](=[O:29])[N:30]([CH2:31][CH2:32][CH2:33][N:13]1[C:12]([S:11][C:3]2[C:2]([I:1])=[CH:10][C:6]3[O:7][CH2:8][O:9][C:5]=3[CH:4]=2)=[N:20][C:19]2[C:14]1=[N:15][CH:16]=[N:17][C:18]=2[NH2:21])[CH:45]([CH3:46])[CH3:47])([CH3:25])([CH3:26])[CH3:24]. The yield is 0.100. (2) The reactants are [CH3:1][O:2][C:3](=[O:12])[CH:4]([C:6]1[CH:11]=[CH:10][CH:9]=[CH:8][CH:7]=1)Br.C(N(CC)CC)C.[CH3:20][N:21]1[CH2:26][CH2:25][NH:24][CH2:23][CH2:22]1. The catalyst is O1CCCC1. The product is [CH3:1][O:2][C:3](=[O:12])[CH:4]([N:24]1[CH2:25][CH2:26][N:21]([CH3:20])[CH2:22][CH2:23]1)[C:6]1[CH:11]=[CH:10][CH:9]=[CH:8][CH:7]=1. The yield is 0.950. (3) The reactants are Cl[C:2]1[N:7]=[C:6]([CH3:8])[C:5]([N+:9]([O-:11])=[O:10])=[CH:4][CH:3]=1.C([O-])([O-])=O.[Cs+].[Cs+].[F:18][CH:19]1[CH2:22][NH:21][CH2:20]1. The catalyst is CN(C=O)C.CCOC(C)=O. The product is [F:18][CH:19]1[CH2:22][N:21]([C:2]2[N:7]=[C:6]([CH3:8])[C:5]([N+:9]([O-:11])=[O:10])=[CH:4][CH:3]=2)[CH2:20]1. The yield is 0.920. (4) The reactants are [Cl:1][C:2]1[CH:7]=[CH:6][CH:5]=[CH:4][C:3]=1[C:8]1[N:9]([C:16]2[CH:21]=[CH:20][C:19]([Cl:22])=[CH:18][CH:17]=2)[CH:10]=[C:11]([C:13](O)=[O:14])[N:12]=1.F[P-](F)(F)(F)(F)F.N1(OC(N(C)C)=[N+](C)C)[C:34]2[N:35]=[CH:36][CH:37]=[CH:38][C:33]=2[N:32]=N1.CN1CCOCC1.NC1C=NC=CC=1. The catalyst is ClCCl. The product is [Cl:1][C:2]1[CH:7]=[CH:6][CH:5]=[CH:4][C:3]=1[C:8]1[N:9]([C:16]2[CH:17]=[CH:18][C:19]([Cl:22])=[CH:20][CH:21]=2)[CH:10]=[C:11]([C:13]([NH:32][C:33]2[CH:34]=[N:35][CH:36]=[CH:37][CH:38]=2)=[O:14])[N:12]=1. The yield is 0.540. (5) The reactants are [N:1]1([OH:6])[CH:5]=[CH:4][CH:3]=[N:2]1.CCN(C(C)C)C(C)C.[CH:16]1[CH:21]=[CH:20][C:19]([CH2:22]Br)=[CH:18][CH:17]=1. The catalyst is C(Cl)Cl. The product is [CH2:22]([O:6][N:1]1[CH:5]=[CH:4][CH:3]=[N:2]1)[C:19]1[CH:20]=[CH:21][CH:16]=[CH:17][CH:18]=1. The yield is 0.560.